The task is: Binary Classification. Given a drug SMILES string, predict its activity (active/inactive) in a high-throughput screening assay against a specified biological target.. This data is from HIV replication inhibition screening data with 41,000+ compounds from the AIDS Antiviral Screen. (1) The compound is c1ccc(CN2C3C4N(Cc5ccccc5)C2C2N(Cc5ccccc5)C(C(N2Cc2ccccc2)N4Cc2ccccc2)N3Cc2ccccc2)cc1. The result is 0 (inactive). (2) The molecule is COP(=O)(OC)c1nc(P(=O)(OC)OC)nc(P(=O)(OC)OC)n1. The result is 0 (inactive). (3) The molecule is CC(C)(Oc1ccc2c(=O)cc(-c3ccccc3)oc2c1)C(=O)Nc1c(Cl)cccc1Cl. The result is 0 (inactive). (4) The compound is NC(=O)c1csc(C2OC(COP(=O)(O)CP(=O)(O)OCC3OC(n4cnc5c(N)ncnc54)C(O)C3O)C(O)C2O)n1. The result is 0 (inactive). (5) The compound is CC=CC=NN(C(=O)c1cc([N+](=O)[O-])cc([N+](=O)[O-])c1)C1=NC(c2ccccc2)C(c2ccccc2)=NN1. The result is 0 (inactive). (6) The result is 0 (inactive). The molecule is C=C(CO[Si](C)(C)C(C)(C)C)C(C)=O.